From a dataset of Full USPTO retrosynthesis dataset with 1.9M reactions from patents (1976-2016). Predict the reactants needed to synthesize the given product. (1) Given the product [NH2:25][CH2:24][CH2:23][S:22][C:21]1[C:16]2[N:17]([C:13]([C:10]3[CH:9]=[CH:8][C:7]([C:5]([NH:4][CH:1]4[CH2:2][CH2:3]4)=[O:6])=[CH:12][CH:11]=3)=[CH:14][N:15]=2)[CH:18]=[C:19]([C:33]2[CH:34]=[CH:35][CH:36]=[CH:37][CH:38]=2)[N:20]=1, predict the reactants needed to synthesize it. The reactants are: [CH:1]1([NH:4][C:5]([C:7]2[CH:12]=[CH:11][C:10]([C:13]3[N:17]4[CH:18]=[C:19]([C:33]5[CH:38]=[CH:37][CH:36]=[CH:35][CH:34]=5)[N:20]=[C:21]([S:22][CH2:23][CH2:24][NH:25]C(=O)OC(C)(C)C)[C:16]4=[N:15][CH:14]=3)=[CH:9][CH:8]=2)=[O:6])[CH2:3][CH2:2]1.FC(F)(F)C(O)=O. (2) Given the product [F:20][C:21]1[CH:22]=[C:23]2[C:27](=[CH:28][C:29]=1[F:30])[N:26]([C:16](=[O:18])[CH2:15][C:3]1[N:2]([CH3:1])[C:7](=[O:8])[CH:6]=[C:5]([N:9]3[CH2:10][CH2:11][O:12][CH2:13][CH2:14]3)[N:4]=1)[CH2:25][CH2:24]2, predict the reactants needed to synthesize it. The reactants are: [CH3:1][N:2]1[C:7](=[O:8])[CH:6]=[C:5]([N:9]2[CH2:14][CH2:13][O:12][CH2:11][CH2:10]2)[N:4]=[C:3]1[CH2:15][C:16]([O-:18])=O.[Na+].[F:20][C:21]1[CH:22]=[C:23]2[C:27](=[CH:28][C:29]=1[F:30])[NH:26][CH2:25][CH2:24]2.Cl.CN(C)CCCN=C=NCC. (3) Given the product [NH2:3][C:4]1[CH:13]=[CH:12][C:7]([C:8]([OH:10])=[O:9])=[CH:6][C:5]=1[I:14], predict the reactants needed to synthesize it. The reactants are: [OH-].[Na+].[NH2:3][C:4]1[CH:13]=[CH:12][C:7]([C:8]([O:10]C)=[O:9])=[CH:6][C:5]=1[I:14].Cl. (4) Given the product [C:8]([C:7]1[CH:10]=[CH:11][C:4]([O:3][CH3:2])=[C:5]([CH:6]=1)[O:12][CH:13]1[CH2:18][CH2:17][N:16]([CH2:20][C:21]([NH:23][CH3:24])=[O:22])[CH2:15][CH2:14]1)#[N:9], predict the reactants needed to synthesize it. The reactants are: Cl.[CH3:2][O:3][C:4]1[CH:11]=[CH:10][C:7]([C:8]#[N:9])=[CH:6][C:5]=1[O:12][CH:13]1[CH2:18][CH2:17][NH:16][CH2:15][CH2:14]1.Cl[CH2:20][C:21]([NH:23][CH3:24])=[O:22].C(=O)([O-])[O-].[K+].[K+].O. (5) Given the product [Cl:23][C:24]1[C:29]([Cl:30])=[CH:28][CH:27]=[CH:26][C:25]=1[C:31]1[N:34]=[C:11]([CH2:10][N:9]([CH2:14][C:15]([F:18])([F:16])[F:17])[C:6]2[CH:7]=[CH:8][C:3]([C:1]#[N:2])=[C:4]([C:19]([F:22])([F:21])[F:20])[CH:5]=2)[O:13][N:32]=1, predict the reactants needed to synthesize it. The reactants are: [C:1]([C:3]1[CH:8]=[CH:7][C:6]([N:9]([CH2:14][C:15]([F:18])([F:17])[F:16])[CH2:10][C:11]([OH:13])=O)=[CH:5][C:4]=1[C:19]([F:22])([F:21])[F:20])#[N:2].[Cl:23][C:24]1[C:29]([Cl:30])=[CH:28][CH:27]=[CH:26][C:25]=1[C:31](=[NH:34])[NH:32]O. (6) Given the product [C:10]([CH:13]([N:15]1[CH2:16][CH2:17][CH:18]([N:21]=[CH:8][C:6]2[CH:5]=[CH:4][N:3]=[C:2]([NH2:1])[N:7]=2)[CH2:19][CH2:20]1)[CH3:14])([OH:12])=[O:11], predict the reactants needed to synthesize it. The reactants are: [NH2:1][C:2]1[N:7]=[C:6]([CH:8]=O)[CH:5]=[CH:4][N:3]=1.[C:10]([CH:13]([N:15]1[CH2:20][CH2:19][CH:18]([NH2:21])[CH2:17][CH2:16]1)[CH3:14])([OH:12])=[O:11]. (7) Given the product [CH:1]1([CH:7]2[CH2:15][C:14]3[C:9](=[C:10]([C:18]4[CH:23]=[CH:22][CH:21]=[CH:20][CH:19]=4)[CH:11]=[CH:12][CH:13]=3)[C:8]2=[O:17])[CH2:6][CH2:5][CH2:4][CH2:3][CH2:2]1, predict the reactants needed to synthesize it. The reactants are: [CH:1]1([CH:7]2[CH2:15][C:14]3[C:9](=[C:10](Cl)[CH:11]=[CH:12][CH:13]=3)[C:8]2=[O:17])[CH2:6][CH2:5][CH2:4][CH2:3][CH2:2]1.[C:18]1(B(O)O)[CH:23]=[CH:22][CH:21]=[CH:20][CH:19]=1.C(=O)([O-])[O-].[Na+].[Na+].O. (8) Given the product [F:1][C:2]1[C:3]([F:14])=[C:4]2[C:11]([C:7]([CH2:8][CH2:9][NH:10][CH2:25][C:24]3[CH:27]=[CH:28][CH:29]=[C:22]([O:21][C:18]4[CH:17]=[CH:16][N:15]=[CH:20][CH:19]=4)[CH:23]=3)=[CH:6][NH:5]2)=[CH:12][CH:13]=1, predict the reactants needed to synthesize it. The reactants are: [F:1][C:2]1[C:3]([F:14])=[C:4]2[C:11](=[CH:12][CH:13]=1)[C:7]([CH2:8][CH2:9][NH2:10])=[CH:6][NH:5]2.[N:15]1[CH:20]=[CH:19][C:18]([O:21][C:22]2[CH:23]=[C:24]([CH:27]=[CH:28][CH:29]=2)[CH:25]=O)=[CH:17][CH:16]=1.Cl. (9) Given the product [CH3:22][O:21][C:16]1[C:17]([O:19][CH3:20])=[CH:18][C:13]2[N:12]([CH3:23])[C:11](=[O:24])[CH:10]([CH2:48][CH2:27][CH3:28])[N:9]=[C:8]([C:4]3[CH:5]=[CH:6][CH:7]=[C:2]([CH2:51][OH:52])[CH:3]=3)[C:14]=2[CH:15]=1, predict the reactants needed to synthesize it. The reactants are: N[C:2]1[CH:3]=[C:4]([C:8]2[C:14]3[CH:15]=[C:16]([O:21][CH3:22])[C:17]([O:19][CH3:20])=[CH:18][C:13]=3[N:12]([CH3:23])[C:11](=[O:24])[CH2:10][N:9]=2)[CH:5]=[CH:6][CH:7]=1.CO[C:27]1[C:28](OC)=CC2N(C)C(=O)CN=C(C3C=CC=C([N+]([O-])=O)C=3)C=2[CH:48]=1.[CH3:51][OH:52]. (10) Given the product [Cl:16][C:10]1[C:9]2[C:4](=[CH:5][CH:6]=[C:7]([C:17]([C:25]3[C:26]([CH3:32])=[N:27][C:28]([CH3:31])=[CH:29][CH:30]=3)([C:19]3[N:23]([CH3:24])[N:22]=[N:21][CH:20]=3)[OH:18])[CH:8]=2)[N:3]=[C:2]([O:34][CH3:33])[C:11]=1[O:12][CH:13]([CH3:15])[CH3:14], predict the reactants needed to synthesize it. The reactants are: Cl[C:2]1[C:11]([O:12][CH:13]([CH3:15])[CH3:14])=[C:10]([Cl:16])[C:9]2[C:4](=[CH:5][CH:6]=[C:7]([C:17]([C:25]3[C:26]([CH3:32])=[N:27][C:28]([CH3:31])=[CH:29][CH:30]=3)([C:19]3[N:23]([CH3:24])[N:22]=[N:21][CH:20]=3)[OH:18])[CH:8]=2)[N:3]=1.[C:33](O)(C(F)(F)F)=[O:34].C[O-].[Na+].